This data is from Peptide-MHC class I binding affinity with 185,985 pairs from IEDB/IMGT. The task is: Regression. Given a peptide amino acid sequence and an MHC pseudo amino acid sequence, predict their binding affinity value. This is MHC class I binding data. (1) The peptide sequence is HHYSQAAVL. The MHC is HLA-A02:16 with pseudo-sequence HLA-A02:16. The binding affinity (normalized) is 0.0847. (2) The peptide sequence is ALYEQVVMDY. The MHC is HLA-A33:01 with pseudo-sequence HLA-A33:01. The binding affinity (normalized) is 0.0565. (3) The peptide sequence is YDAGCAWY. The MHC is Mamu-A11 with pseudo-sequence Mamu-A11. The binding affinity (normalized) is 0. (4) The peptide sequence is IHLDKGGQF. The MHC is HLA-B15:01 with pseudo-sequence HLA-B15:01. The binding affinity (normalized) is 0.0847. (5) The peptide sequence is ALFEDYPGC. The MHC is HLA-B44:02 with pseudo-sequence HLA-B44:02. The binding affinity (normalized) is 0.0847. (6) The peptide sequence is KLFGFGAQF. The MHC is HLA-B27:05 with pseudo-sequence HLA-B27:05. The binding affinity (normalized) is 0.414. (7) The peptide sequence is LAYLAGWII. The MHC is HLA-A03:01 with pseudo-sequence HLA-A03:01. The binding affinity (normalized) is 0.0847. (8) The peptide sequence is IEMLYPNL. The MHC is H-2-Kb with pseudo-sequence H-2-Kb. The binding affinity (normalized) is 0.697. (9) The peptide sequence is KVFSFWLLCK. The MHC is HLA-A68:01 with pseudo-sequence HLA-A68:01. The binding affinity (normalized) is 0.653. (10) The peptide sequence is SRIYQILQPIL. The MHC is HLA-B27:05 with pseudo-sequence HLA-B27:05. The binding affinity (normalized) is 0.527.